Dataset: Full USPTO retrosynthesis dataset with 1.9M reactions from patents (1976-2016). Task: Predict the reactants needed to synthesize the given product. (1) The reactants are: [NH2:1][C:2]1[CH:7]=[CH:6][C:5]([Cl:8])=[CH:4][N:3]=1.[Cl:9][C:10]1[CH:11]=[C:12]([C:17]2([C:32]([F:35])([F:34])[F:33])[O:21][N:20]=[C:19]([C:22]3[CH:30]=[CH:29][C:25]([C:26](Cl)=[O:27])=[C:24]([CH3:31])[CH:23]=3)[CH2:18]2)[CH:13]=[C:14]([Cl:16])[CH:15]=1. Given the product [Cl:8][C:5]1[CH:6]=[CH:7][C:2]([NH:1][C:26](=[O:27])[C:25]2[CH:29]=[CH:30][C:22]([C:19]3[CH2:18][C:17]([C:12]4[CH:13]=[C:14]([Cl:16])[CH:15]=[C:10]([Cl:9])[CH:11]=4)([C:32]([F:35])([F:34])[F:33])[O:21][N:20]=3)=[CH:23][C:24]=2[CH3:31])=[N:3][CH:4]=1, predict the reactants needed to synthesize it. (2) Given the product [C:1]1([S:7]([NH:25][CH:26]2[O:31][C:30]3[S:32][CH:33]=[C:34]([C:35]([O:37][CH3:38])=[O:36])[C:29]=3[CH2:28][CH2:27]2)(=[O:9])=[O:8])[CH:6]=[CH:5][CH:4]=[CH:3][CH:2]=1, predict the reactants needed to synthesize it. The reactants are: [C:1]1([S:7](NC2SC3CCCCC=3C=2C(OCC)=O)(=[O:9])=[O:8])[CH:6]=[CH:5][CH:4]=[CH:3][CH:2]=1.[NH2:25][CH:26]1[O:31][C:30]2[S:32][CH:33]=[C:34]([C:35]([O:37][CH3:38])=[O:36])[C:29]=2[CH2:28][CH2:27]1.